From a dataset of Forward reaction prediction with 1.9M reactions from USPTO patents (1976-2016). Predict the product of the given reaction. (1) Given the reactants Cl.[NH2:2][C@H:3]1[CH2:7][CH2:6][N:5]([CH2:8][C:9]2[CH:18]=[C:17]3[C:12]([CH:13]=[CH:14][C:15]([Cl:19])=[N:16]3)=[CH:11][CH:10]=2)[C:4]1=[O:20].[S:21]1[C:25]([S:26](Cl)(=[O:28])=[O:27])=[CH:24][C:23]2[CH:30]=[CH:31][CH:32]=[CH:33][C:22]1=2.COC1C=C2C(C=CC(S(Cl)(=O)=O)=C2)=CC=1, predict the reaction product. The product is: [Cl:19][C:15]1[CH:14]=[CH:13][C:12]2[C:17](=[CH:18][C:9]([CH2:8][N:5]3[CH2:6][CH2:7][C@H:3]([NH:2][S:26]([C:25]4[S:21][C:22]5[CH:33]=[CH:32][CH:31]=[CH:30][C:23]=5[CH:24]=4)(=[O:27])=[O:28])[C:4]3=[O:20])=[CH:10][CH:11]=2)[N:16]=1. (2) Given the reactants [CH2:1]([N:8]1[C:12]2[N:13]=[CH:14][N:15]=[C:16](Cl)[C:11]=2[C:10]([C:18]([F:21])([F:20])[F:19])=[CH:9]1)[C:2]1[CH:7]=[CH:6][CH:5]=[CH:4][CH:3]=1.[NH4+:22].[OH-], predict the reaction product. The product is: [CH2:1]([N:8]1[C:12]2[N:13]=[CH:14][N:15]=[C:16]([NH2:22])[C:11]=2[C:10]([C:18]([F:21])([F:20])[F:19])=[CH:9]1)[C:2]1[CH:7]=[CH:6][CH:5]=[CH:4][CH:3]=1. (3) Given the reactants [S-:1][C:2]#[N:3].[K+].[S:5]1[CH:9]=[CH:8][CH:7]=[C:6]1[C:10](Cl)=[O:11], predict the reaction product. The product is: [S:5]1[CH:9]=[CH:8][CH:7]=[C:6]1[C:10]([N:3]=[C:2]=[S:1])=[O:11]. (4) Given the reactants [F:1][C:2]1[CH:7]=[CH:6][C:5]([C:8]2[C:17]3[C:12](=[CH:13][CH:14]=[C:15]([OH:18])[CH:16]=3)[C:11](=[O:19])[N:10]([CH2:20][CH:21]([CH3:23])[CH3:22])[C:9]=2[CH2:24][NH:25][C:26](=[O:32])[O:27][C:28]([CH3:31])([CH3:30])[CH3:29])=[CH:4][CH:3]=1.[H-].[Na+].C1C=CC(N([S:42]([C:45]([F:48])([F:47])[F:46])(=[O:44])=[O:43])[S:42]([C:45]([F:48])([F:47])[F:46])(=[O:44])=[O:43])=CC=1.O, predict the reaction product. The product is: [F:1][C:2]1[CH:3]=[CH:4][C:5]([C:8]2[C:17]3[C:12](=[CH:13][CH:14]=[C:15]([O:18][S:42]([C:45]([F:48])([F:47])[F:46])(=[O:44])=[O:43])[CH:16]=3)[C:11](=[O:19])[N:10]([CH2:20][CH:21]([CH3:23])[CH3:22])[C:9]=2[CH2:24][NH:25][C:26](=[O:32])[O:27][C:28]([CH3:30])([CH3:29])[CH3:31])=[CH:6][CH:7]=1. (5) Given the reactants [CH2:1]([O:8][C:9]1[C:14](=[O:15])[N:13]([CH3:16])[C:12]([N:17]2[CH2:22][CH2:21][O:20][CH2:19][CH2:18]2)=[N:11][C:10]=1[C:23]([OH:25])=O)[C:2]1[CH:7]=[CH:6][CH:5]=[CH:4][CH:3]=1.[F:26][C:27]1[CH:32]=[CH:31][C:30]([CH2:33][C:34](=[NH:37])[NH:35]O)=[CH:29][CH:28]=1.CN(C(ON1N=NC2C=CC=NC1=2)=[N+](C)C)C.F[P-](F)(F)(F)(F)F.CCN(C(C)C)C(C)C, predict the reaction product. The product is: [CH2:1]([O:8][C:9]1[C:14](=[O:15])[N:13]([CH3:16])[C:12]([N:17]2[CH2:18][CH2:19][O:20][CH2:21][CH2:22]2)=[N:11][C:10]=1[C:23]1[O:25][N:37]=[C:34]([CH2:33][C:30]2[CH:31]=[CH:32][C:27]([F:26])=[CH:28][CH:29]=2)[N:35]=1)[C:2]1[CH:7]=[CH:6][CH:5]=[CH:4][CH:3]=1. (6) Given the reactants [CH3:1][C:2]1[C:11]2[C:6](=[CH:7][CH:8]=[C:9]([O:12][CH3:13])[CH:10]=2)[N:5]([CH2:14][CH:15]=O)[C:4](=[O:17])[CH:3]=1.[O:18]1[C:23]2[CH:24]=[CH:25][C:26]([CH2:28][N:29]([CH:37]3[CH2:42][CH2:41][NH:40][CH2:39][CH2:38]3)[C:30](=[O:36])[O:31][C:32]([CH3:35])([CH3:34])[CH3:33])=[CH:27][C:22]=2[O:21][CH2:20][CH2:19]1.C(O[BH-](OC(=O)C)OC(=O)C)(=O)C.[Na+].C(=O)([O-])O.[Na+], predict the reaction product. The product is: [O:18]1[C:23]2[CH:24]=[CH:25][C:26]([CH2:28][N:29]([CH:37]3[CH2:42][CH2:41][N:40]([CH2:15][CH2:14][N:5]4[C:6]5[C:11](=[CH:10][C:9]([O:12][CH3:13])=[CH:8][CH:7]=5)[C:2]([CH3:1])=[CH:3][C:4]4=[O:17])[CH2:39][CH2:38]3)[C:30](=[O:36])[O:31][C:32]([CH3:35])([CH3:33])[CH3:34])=[CH:27][C:22]=2[O:21][CH2:20][CH2:19]1. (7) The product is: [CH2:1]([O:3][C:4](=[O:27])[N:5]([C:13]1[CH:18]=[C:17]([C:19]([F:22])([F:21])[F:20])[N:16]=[C:15]([NH2:29])[C:14]=1[N+:24]([O-:26])=[O:25])[CH2:6][C:7]1[CH:12]=[CH:11][CH:10]=[CH:9][CH:8]=1)[CH3:2]. Given the reactants [CH2:1]([O:3][C:4](=[O:27])[N:5]([C:13]1[CH:18]=[C:17]([C:19]([F:22])([F:21])[F:20])[N:16]=[C:15](Cl)[C:14]=1[N+:24]([O-:26])=[O:25])[CH2:6][C:7]1[CH:12]=[CH:11][CH:10]=[CH:9][CH:8]=1)[CH3:2].[OH-].[NH3:29], predict the reaction product. (8) Given the reactants [CH3:1][N:2]([CH2:13][C:14]1[N:18]([CH2:19][C:20]([NH:22][CH2:23][CH2:24][CH2:25][NH:26]C(=O)OC(C)(C)C)=[O:21])[C:17]2[CH:34]=[CH:35][CH:36]=[CH:37][C:16]=2[N:15]=1)[CH:3]1[C:12]2[N:11]=[CH:10][CH:9]=[CH:8][C:7]=2[CH2:6][CH2:5][CH2:4]1.Cl.O1CCOCC1, predict the reaction product. The product is: [NH2:26][CH2:25][CH2:24][CH2:23][NH:22][C:20](=[O:21])[CH2:19][N:18]1[C:17]2[CH:34]=[CH:35][CH:36]=[CH:37][C:16]=2[N:15]=[C:14]1[CH2:13][N:2]([CH3:1])[CH:3]1[C:12]2[N:11]=[CH:10][CH:9]=[CH:8][C:7]=2[CH2:6][CH2:5][CH2:4]1. (9) Given the reactants [Cl:1][C:2]1[C:10]2[N:9]=[C:8]3[N:11]([C:15]4[C:20]([Cl:21])=[CH:19][C:18]([Cl:22])=[CH:17][C:16]=4[Cl:23])[CH2:12][CH2:13][CH2:14][N:7]3[C:6]=2[C:5]([CH:24](Cl)[C:25]([F:28])([F:27])[F:26])=[CH:4][CH:3]=1.[N-:30]=[N+:31]=[N-:32].[Na+], predict the reaction product. The product is: [N:30]([CH:24]([C:5]1[C:6]2[N:7]3[CH2:14][CH2:13][CH2:12][N:11]([C:15]4[C:16]([Cl:23])=[CH:17][C:18]([Cl:22])=[CH:19][C:20]=4[Cl:21])[C:8]3=[N:9][C:10]=2[C:2]([Cl:1])=[CH:3][CH:4]=1)[C:25]([F:27])([F:28])[F:26])=[N+:31]=[N-:32].